Dataset: Full USPTO retrosynthesis dataset with 1.9M reactions from patents (1976-2016). Task: Predict the reactants needed to synthesize the given product. (1) The reactants are: [N:1]1[CH:6]=[CH:5][CH:4]=[C:3]([NH:7][C:8]2[S:12][CH:11]=[N:10][C:9]=2[C:13](O)=O)[CH:2]=1.C(N(C(C)C)CC)(C)C.[N:25]1[CH:30]=[CH:29][C:28]([NH2:31])=[C:27]([NH2:32])[CH:26]=1.CN(C(ON1N=NC2C=CC=CC1=2)=[N+](C)C)C.[B-](F)(F)(F)F. Given the product [NH:31]1[C:28]2[CH:29]=[CH:30][N:25]=[CH:26][C:27]=2[N:32]=[C:13]1[C:9]1[N:10]=[CH:11][S:12][C:8]=1[NH:7][C:3]1[CH:2]=[N:1][CH:6]=[CH:5][CH:4]=1, predict the reactants needed to synthesize it. (2) The reactants are: [CH:1]([C:3]1[S:7][C:6]([CH3:8])=[C:5]([NH:9][C:10](=[O:19])[O:11][CH2:12][C:13]2[CH:18]=[CH:17][CH:16]=[CH:15][CH:14]=2)[CH:4]=1)=O.[H-].[Na+].CI.O.CN(C)[CH:27]=[O:28]. Given the product [CH:27]([C:6]1[S:7][C:3]([CH3:1])=[C:4]([CH2:5][NH:9][C:10](=[O:19])[O:11][CH2:12][C:13]2[CH:14]=[CH:15][CH:16]=[CH:17][CH:18]=2)[CH:8]=1)=[O:28], predict the reactants needed to synthesize it. (3) Given the product [F:27][C:28]1[CH:33]=[CH:32][C:31]([F:34])=[CH:30][C:29]=1[C:2]1[CH:7]=[C:6]([C:8]([F:9])([F:11])[F:10])[CH:5]=[C:4]([S:12]([NH:15][C:16]2[CH:25]=[CH:24][C:19]([C:20]([OH:22])=[O:21])=[C:18]([OH:26])[CH:17]=2)(=[O:14])=[O:13])[CH:3]=1, predict the reactants needed to synthesize it. The reactants are: Br[C:2]1[CH:3]=[C:4]([S:12]([NH:15][C:16]2[CH:25]=[CH:24][C:19]([C:20]([O:22]C)=[O:21])=[C:18]([OH:26])[CH:17]=2)(=[O:14])=[O:13])[CH:5]=[C:6]([C:8]([F:11])([F:10])[F:9])[CH:7]=1.[F:27][C:28]1[CH:33]=[CH:32][C:31]([F:34])=[CH:30][C:29]=1B(O)O. (4) Given the product [C:43]([CH2:42][CH2:41][C@H:40]([NH:39][C:21]([C:20]1[C:14]2[C:15](=[N:16][CH:17]=[C:12]([C:6]3[C:5]4[C:9](=[CH:10][C:2]([Cl:1])=[CH:3][CH:4]=4)[N:8]([CH3:11])[N:7]=3)[N:13]=2)[N:18]([CH2:24][O:25][CH2:26][CH2:27][Si:28]([CH3:30])([CH3:29])[CH3:31])[CH:19]=1)=[O:23])[CH3:45])#[N:44], predict the reactants needed to synthesize it. The reactants are: [Cl:1][C:2]1[CH:10]=[C:9]2[C:5]([C:6]([C:12]3[N:13]=[C:14]4[C:20]([C:21]([OH:23])=O)=[CH:19][N:18]([CH2:24][O:25][CH2:26][CH2:27][Si:28]([CH3:31])([CH3:30])[CH3:29])[C:15]4=[N:16][CH:17]=3)=[N:7][N:8]2[CH3:11])=[CH:4][CH:3]=1.FC(F)(F)C(O)=O.[NH2:39][C@H:40]([CH3:45])[CH2:41][CH2:42][C:43]#[N:44].CN(C(ON1N=NC2C=CC=CC1=2)=[N+](C)C)C.F[P-](F)(F)(F)(F)F.C1C=CC2N(O)N=NC=2C=1.CCN(C(C)C)C(C)C.